Dataset: Full USPTO retrosynthesis dataset with 1.9M reactions from patents (1976-2016). Task: Predict the reactants needed to synthesize the given product. (1) Given the product [Cl:1][C:2]1[CH:41]=[CH:40][C:5]2[NH:6][C:7](=[O:30])[CH:8]([CH2:22][C:23]3[CH:28]=[CH:27][CH:26]=[CH:25][C:24]=3[Cl:29])[N:9]=[C:10]([C:11]3[CH:21]=[CH:20][C:14]4[NH:15][C:16](=[O:19])[N:17]([CH3:18])[C:13]=4[CH:12]=3)[C:4]=2[CH:3]=1, predict the reactants needed to synthesize it. The reactants are: [Cl:1][C:2]1[CH:41]=[CH:40][C:5]2[N:6](CC3C=CC(OC)=CC=3)[C:7](=[O:30])[CH:8]([CH2:22][C:23]3[CH:28]=[CH:27][CH:26]=[CH:25][C:24]=3[Cl:29])[N:9]=[C:10]([C:11]3[CH:21]=[CH:20][C:14]4[NH:15][C:16](=[O:19])[N:17]([CH3:18])[C:13]=4[CH:12]=3)[C:4]=2[CH:3]=1.[Al+3].[Cl-].[Cl-].[Cl-].C(OCC)(=O)C. (2) Given the product [CH2:9]([O:11][C:12](=[O:23])[C:13](=[CH:19][NH:8][C:7]1[N:3]([CH2:1][CH3:2])[N:4]=[CH:5][CH:6]=1)[C:14]([O:16][CH2:17][CH3:18])=[O:15])[CH3:10], predict the reactants needed to synthesize it. The reactants are: [CH2:1]([N:3]1[C:7]([NH2:8])=[CH:6][CH:5]=[N:4]1)[CH3:2].[CH2:9]([O:11][C:12](=[O:23])[C:13](=[CH:19]OCC)[C:14]([O:16][CH2:17][CH3:18])=[O:15])[CH3:10]. (3) The reactants are: [NH2:1][C:2]1[NH:3][CH:4]=[CH:5][N:6]=1.[C:7]([O:11][C:12](O[C:12]([O:11][C:7]([CH3:10])([CH3:9])[CH3:8])=[O:13])=[O:13])([CH3:10])([CH3:9])[CH3:8]. Given the product [NH2:1][C:2]1[N:3]([C:12]([O:11][C:7]([CH3:10])([CH3:9])[CH3:8])=[O:13])[CH:4]=[CH:5][N:6]=1, predict the reactants needed to synthesize it. (4) Given the product [Cl:23][C:20]1[CH:21]=[CH:22][C:17]([O:16][CH2:15][CH2:14][S:12][C:10]2[N:11]=[C:4]3[N:3]=[C:2]([CH3:1])[CH:7]=[C:6]([CH3:8])[N:5]3[N:9]=2)=[CH:18][CH:19]=1, predict the reactants needed to synthesize it. The reactants are: [CH3:1][C:2]1[CH:7]=[C:6]([CH3:8])[N:5]2[N:9]=[C:10]([SH:12])[N:11]=[C:4]2[N:3]=1.Br[CH2:14][CH2:15][O:16][C:17]1[CH:22]=[CH:21][C:20]([Cl:23])=[CH:19][CH:18]=1.C(=O)([O-])[O-].[K+].[K+].CN(C)C=O. (5) Given the product [Br:1][C:2]1[CH:3]=[C:4]([NH:5][CH:14]=[C:15]([C:16]([O:18][CH2:19][CH3:20])=[O:17])[C:21]([O:23][CH2:24][CH3:25])=[O:22])[CH:6]=[CH:7][C:8]=1[O:9][CH3:10], predict the reactants needed to synthesize it. The reactants are: [Br:1][C:2]1[CH:3]=[C:4]([CH:6]=[CH:7][C:8]=1[O:9][CH3:10])[NH2:5].C(O[CH:14]=[C:15]([C:21]([O:23][CH2:24][CH3:25])=[O:22])[C:16]([O:18][CH2:19][CH3:20])=[O:17])C. (6) Given the product [Br:13][C:10]1[C:4]([C:5]([O:7][CH2:8][CH3:9])=[O:6])=[CH:3][C:2]([C:17]2[CH:18]=[N:19][CH:20]=[C:15]([CH3:14])[CH:16]=2)=[N:12][CH:11]=1, predict the reactants needed to synthesize it. The reactants are: Br[C:2]1[CH:3]=[C:4]([C:10]([Br:13])=[CH:11][N:12]=1)[C:5]([O:7][CH2:8][CH3:9])=[O:6].[CH3:14][C:15]1[CH:16]=[C:17](B(O)O)[CH:18]=[N:19][CH:20]=1.C(=O)([O-])[O-].[Cs+].[Cs+].O.